Dataset: Full USPTO retrosynthesis dataset with 1.9M reactions from patents (1976-2016). Task: Predict the reactants needed to synthesize the given product. (1) Given the product [CH3:18][O:19][C:20](=[O:33])[CH2:21][N:22]1[C:30]2[C:25](=[CH:26][C:27]([F:31])=[CH:28][CH:29]=2)[C:24]([CH2:16][C:12]2[C:11]([S:8]([C:5]3[CH:4]=[CH:3][C:2]([Cl:1])=[CH:7][CH:6]=3)(=[O:9])=[O:10])=[CH:15][S:14][CH:13]=2)=[C:23]1[CH3:32], predict the reactants needed to synthesize it. The reactants are: [Cl:1][C:2]1[CH:7]=[CH:6][C:5]([S:8]([C:11]2[C:12]([CH:16]=O)=[CH:13][S:14][CH:15]=2)(=[O:10])=[O:9])=[CH:4][CH:3]=1.[CH3:18][O:19][C:20](=[O:33])[CH2:21][N:22]1[C:30]2[C:25](=[CH:26][C:27]([F:31])=[CH:28][CH:29]=2)[CH:24]=[C:23]1[CH3:32]. (2) Given the product [Cl:1][C:2]1[C:3]([O:27][C:24]2[CH:25]=[CH:26][C:21]([Cl:20])=[C:22]([C:28]([F:31])([F:29])[F:30])[CH:23]=2)=[CH:4][C:5]([F:18])=[C:6]([CH:17]=1)[C:7]([O:9][C:10]1[CH:15]=[CH:14][C:13]([CH3:16])=[CH:12][CH:11]=1)=[O:8], predict the reactants needed to synthesize it. The reactants are: [Cl:1][C:2]1[C:3](F)=[CH:4][C:5]([F:18])=[C:6]([CH:17]=1)[C:7]([O:9][C:10]1[CH:15]=[CH:14][C:13]([CH3:16])=[CH:12][CH:11]=1)=[O:8].[Cl:20][C:21]1[CH:26]=[CH:25][C:24]([OH:27])=[CH:23][C:22]=1[C:28]([F:31])([F:30])[F:29].C(=O)([O-])[O-].[K+].[K+].O.